The task is: Predict the reactants needed to synthesize the given product.. This data is from Full USPTO retrosynthesis dataset with 1.9M reactions from patents (1976-2016). (1) Given the product [CH3:45][C:42]([O:41][C:39]([N:8]([C:6]([O:5][C:2]([CH3:1])([CH3:3])[CH3:4])=[O:7])[C:9]([C:11]1[CH:12]=[C:13]([O:38][CH2:46][C:47]2[CH:52]=[CH:51][CH:50]=[CH:49][CH:48]=2)[CH:14]=[C:15]2[C:19]=1[N:18]([C:20]([O:22][C:23]([CH3:24])([CH3:25])[CH3:26])=[O:21])[CH:17]=[C:16]2[CH:27]1[CH2:32][CH2:31][N:30]([S:33]([CH2:36][CH3:37])(=[O:34])=[O:35])[CH2:29][CH2:28]1)=[O:10])=[O:40])([CH3:44])[CH3:43], predict the reactants needed to synthesize it. The reactants are: [CH3:1][C:2]([O:5][C:6]([N:8]([C:39]([O:41][C:42]([CH3:45])([CH3:44])[CH3:43])=[O:40])[C:9]([C:11]1[CH:12]=[C:13]([OH:38])[CH:14]=[C:15]2[C:19]=1[N:18]([C:20]([O:22][C:23]([CH3:26])([CH3:25])[CH3:24])=[O:21])[CH:17]=[C:16]2[CH:27]1[CH2:32][CH2:31][N:30]([S:33]([CH2:36][CH3:37])(=[O:35])=[O:34])[CH2:29][CH2:28]1)=[O:10])=[O:7])([CH3:4])[CH3:3].[CH2:46](Br)[C:47]1[CH:52]=[CH:51][CH:50]=[CH:49][CH:48]=1.C([O-])([O-])=O.[K+].[K+]. (2) Given the product [Cl:16][C:13]1[CH:14]=[CH:15][C:10]([C:4]2[CH:5]=[CH:6][C:7]([CH2:8][CH3:9])=[C:2]([CH:22]3[C:21](=[O:27])[CH:20]4[CH2:25][CH:24]([C:19]4([CH3:18])[CH3:28])[C:23]3=[O:26])[CH:3]=2)=[C:11]([F:17])[CH:12]=1, predict the reactants needed to synthesize it. The reactants are: Br[C:2]1[CH:3]=[C:4]([C:10]2[CH:15]=[CH:14][C:13]([Cl:16])=[CH:12][C:11]=2[F:17])[CH:5]=[CH:6][C:7]=1[CH2:8][CH3:9].[CH3:18][C:19]1([CH3:28])[CH:24]2[CH2:25][CH:20]1[C:21](=[O:27])[CH2:22][C:23]2=[O:26].P([O-])([O-])([O-])=O.[K+].[K+].[K+].